This data is from Peptide-MHC class II binding affinity with 134,281 pairs from IEDB. The task is: Regression. Given a peptide amino acid sequence and an MHC pseudo amino acid sequence, predict their binding affinity value. This is MHC class II binding data. (1) The peptide sequence is ESYKFIPALEAAVKQ. The MHC is HLA-DPA10103-DPB10401 with pseudo-sequence HLA-DPA10103-DPB10401. The binding affinity (normalized) is 0.185. (2) The peptide sequence is EQKLIEKINAGFKAALAAAA. The MHC is DRB3_0101 with pseudo-sequence DRB3_0101. The binding affinity (normalized) is 0.159. (3) The peptide sequence is TAKAPGLVPKLDAAY. The MHC is DRB1_0901 with pseudo-sequence DRB1_0901. The binding affinity (normalized) is 0.385. (4) The peptide sequence is ASDVLIQRLSVKIVD. The MHC is DRB1_0101 with pseudo-sequence DRB1_0101. The binding affinity (normalized) is 0.853. (5) The peptide sequence is PKEITVATSRTLSYY. The MHC is DRB1_0101 with pseudo-sequence DRB1_0101. The binding affinity (normalized) is 0.709.